From a dataset of Forward reaction prediction with 1.9M reactions from USPTO patents (1976-2016). Predict the product of the given reaction. (1) The product is: [C:15]([O:19][C:20](=[O:30])[NH:21][C:22]1[CH:27]=[CH:26][C:25]([CH2:4][CH2:3][CH2:2][CH2:1][N:5]2[CH:9]=[CH:8][N:7]=[N:6]2)=[CH:24][C:23]=1[F:29])([CH3:18])([CH3:16])[CH3:17]. Given the reactants [CH2:1]([N:5]1[CH:9]=[CH:8][N:7]=[N:6]1)[CH2:2][CH:3]=[CH2:4].C1COCC1.[C:15]([O:19][C:20](=[O:30])[NH:21][C:22]1[CH:27]=[CH:26][C:25](Br)=[CH:24][C:23]=1[F:29])([CH3:18])([CH3:17])[CH3:16].C(=O)([O-])[O-].[Cs+].[Cs+], predict the reaction product. (2) Given the reactants [F:1][C:2]([F:27])([F:26])[O:3][C:4]1[CH:11]=[CH:10][C:7]([CH:8]=[O:9])=[CH:6][C:5]=1[C:12]1[C:21]([CH3:22])=[CH:20][C:19]2[C:18]([CH3:24])([CH3:23])[CH2:17][CH2:16][C:15](=[O:25])[C:14]=2[CH:13]=1.[CH2:28](O)[CH2:29][OH:30], predict the reaction product. The product is: [O:9]1[CH2:28][CH2:29][O:30][CH:8]1[C:7]1[CH:10]=[CH:11][C:4]([O:3][C:2]([F:26])([F:27])[F:1])=[C:5]([C:12]2[CH:13]=[C:14]3[C:19]([C:18]([CH3:23])([CH3:24])[CH2:17][CH2:16][C:15]3=[O:25])=[CH:20][C:21]=2[CH3:22])[CH:6]=1.